Dataset: Peptide-MHC class I binding affinity with 185,985 pairs from IEDB/IMGT. Task: Regression. Given a peptide amino acid sequence and an MHC pseudo amino acid sequence, predict their binding affinity value. This is MHC class I binding data. (1) The peptide sequence is QTNLYNLLY. The MHC is HLA-B15:01 with pseudo-sequence HLA-B15:01. The binding affinity (normalized) is 0.529. (2) The peptide sequence is YQNHGFVSF. The MHC is HLA-A32:01 with pseudo-sequence HLA-A32:01. The binding affinity (normalized) is 0.456. (3) The peptide sequence is EKDSNHNVL. The binding affinity (normalized) is 0.0847. The MHC is HLA-A02:16 with pseudo-sequence HLA-A02:16. (4) The peptide sequence is FAVNPGLLET. The MHC is HLA-A02:02 with pseudo-sequence HLA-A02:02. The binding affinity (normalized) is 0.182. (5) The peptide sequence is AEGTGITHL. The MHC is HLA-A69:01 with pseudo-sequence HLA-A69:01. The binding affinity (normalized) is 0.0847.